Dataset: Catalyst prediction with 721,799 reactions and 888 catalyst types from USPTO. Task: Predict which catalyst facilitates the given reaction. Reactant: C[Al](C)C.[CH3:5][N:6]1[CH2:11][CH2:10][N:9]([C:12]2[S:16][C:15]([C:17]([O:19]CC)=O)=[CH:14][CH:13]=2)[CH2:8][CH2:7]1.Cl.[CH3:23][O:24][C:25]1[CH:26]=[C:27]([CH2:33][O:34][C:35]2[CH:36]=[C:37]([NH2:40])[NH:38][N:39]=2)[CH:28]=[C:29]([O:31][CH3:32])[CH:30]=1.C(C(C(C([O-])=O)O)O)([O-])=O.[Na+].[K+]. Product: [CH3:32][O:31][C:29]1[CH:28]=[C:27]([CH2:33][O:34][C:35]2[CH:36]=[C:37]([NH:40][C:17]([C:15]3[S:16][C:12]([N:9]4[CH2:8][CH2:7][N:6]([CH3:5])[CH2:11][CH2:10]4)=[CH:13][CH:14]=3)=[O:19])[NH:38][N:39]=2)[CH:26]=[C:25]([O:24][CH3:23])[CH:30]=1. The catalyst class is: 727.